This data is from Retrosynthesis with 50K atom-mapped reactions and 10 reaction types from USPTO. The task is: Predict the reactants needed to synthesize the given product. (1) Given the product CCCCCCCCNC(=O)[C@@H]1C[C@H]1c1ccc(N)cc1, predict the reactants needed to synthesize it. The reactants are: CCCCCCCCNC(=O)[C@@H]1C[C@H]1c1ccc([N+](=O)[O-])cc1. (2) Given the product CCSc1ccnc(C2=Cn3c(nc4ccccc43)S2=O)c1C, predict the reactants needed to synthesize it. The reactants are: CCSc1ccnc(-c2cn3c(nc4ccccc43)s2)c1C.O=C(OO)c1cccc(Cl)c1. (3) Given the product CCN(c1cn2nc(-c3ccc(F)cc3)c(C(=O)NC)c2cc1O)S(C)(=O)=O, predict the reactants needed to synthesize it. The reactants are: CCN(c1cn2nc(-c3ccc(F)cc3)c(C(=O)NC)c2cc1OCc1ccccc1)S(C)(=O)=O.